This data is from Forward reaction prediction with 1.9M reactions from USPTO patents (1976-2016). The task is: Predict the product of the given reaction. (1) The product is: [N:7]1([CH2:6][CH2:5][O:4][C:3]2[CH:13]=[CH:14][CH:15]=[CH:16][C:2]=2[N:17]2[CH2:23][CH2:22][CH2:21][NH:20][CH2:19][CH2:18]2)[CH2:12][CH2:11][O:10][CH2:9][CH2:8]1. Given the reactants Br[C:2]1[CH:16]=[CH:15][CH:14]=[CH:13][C:3]=1[O:4][CH2:5][CH2:6][N:7]1[CH2:12][CH2:11][O:10][CH2:9][CH2:8]1.[NH:17]1[CH2:23][CH2:22][CH2:21][NH:20][CH2:19][CH2:18]1, predict the reaction product. (2) The product is: [ClH:27].[CH:21]1([S:24]([N:8]2[CH2:9][CH2:10][NH:11][CH2:12][CH2:13]2)(=[O:26])=[O:25])[CH2:23][CH2:22]1. Given the reactants C([N:8]1[CH2:13][CH2:12][NH:11][CH2:10][CH2:9]1)(OC(C)(C)C)=O.C(N(CC)CC)C.[CH:21]1([S:24]([Cl:27])(=[O:26])=[O:25])[CH2:23][CH2:22]1, predict the reaction product. (3) Given the reactants [CH2:1]([N:8]1[CH2:13][CH2:12][N:11]([C:14]([O:16][C:17]([CH3:20])([CH3:19])[CH3:18])=[O:15])[C@H:10]([CH2:21][CH:22]=[O:23])[CH2:9]1)[C:2]1[CH:7]=[CH:6][CH:5]=[CH:4][CH:3]=1.CC(=CC)C.Cl([O-])=[O:30].[Na+].P([O-])(O)(O)=O.[Na+], predict the reaction product. The product is: [CH2:1]([N:8]1[CH2:13][CH2:12][N:11]([C:14]([O:16][C:17]([CH3:18])([CH3:19])[CH3:20])=[O:15])[C@H:10]([CH2:21][C:22]([OH:30])=[O:23])[CH2:9]1)[C:2]1[CH:7]=[CH:6][CH:5]=[CH:4][CH:3]=1. (4) Given the reactants [CH3:1][N:2]1[C:6]([C:7]2[CH:8]=[C:9]([NH:22]C(=O)C)[CH:10]=[CH:11][C:12]=2[O:13][CH2:14][CH2:15][N:16]2[CH2:21][CH2:20][CH2:19][CH2:18][CH2:17]2)=[CH:5][CH:4]=[N:3]1.[OH-].[Na+], predict the reaction product. The product is: [CH3:1][N:2]1[C:6]([C:7]2[CH:8]=[C:9]([NH2:22])[CH:10]=[CH:11][C:12]=2[O:13][CH2:14][CH2:15][N:16]2[CH2:21][CH2:20][CH2:19][CH2:18][CH2:17]2)=[CH:5][CH:4]=[N:3]1. (5) Given the reactants CC(C)=CCN1C=C[C:7]([N+:10]([O-:12])=[O:11])=[N:6]1.C[N+:15]1([O-])[CH2:20][CH2:19][O:18][CH2:17][CH2:16]1.[CH3:22][C:23]([CH3:25])=[O:24].O, predict the reaction product. The product is: [CH3:22][C:23]([OH:24])([CH3:25])[CH:19]([OH:18])[CH2:20][N:15]1[CH:16]=[CH:17][C:7]([N+:10]([O-:12])=[O:11])=[N:6]1. (6) Given the reactants [CH2:1]([N:5]1[C:14]([CH2:15][NH:16][C:17](=[O:23])[O:18][C:19]([CH3:22])([CH3:21])[CH3:20])=[C:13]([C:24]2[S:25][CH:26]=[CH:27][CH:28]=2)[C:12]2[C:7](=[CH:8][CH:9]=[C:10](OS(C(F)(F)F)(=O)=O)[CH:11]=2)[C:6]1=[O:37])[CH:2]([CH3:4])[CH3:3].C(N(CC)CC)C.[OH2:45].[O:46]1[CH2:50]CC[CH2:47]1, predict the reaction product. The product is: [C:19]([O:18][C:17]([NH:16][CH2:15][C:14]1[N:5]([CH2:1][CH:2]([CH3:4])[CH3:3])[C:6](=[O:37])[C:7]2[C:12]([C:13]=1[C:24]1[S:25][CH:26]=[CH:27][CH:28]=1)=[CH:11][C:10]([C:47]([O:46][CH3:50])=[O:45])=[CH:9][CH:8]=2)=[O:23])([CH3:20])([CH3:22])[CH3:21]. (7) Given the reactants [Br:1][C:2]1[CH:7]=[CH:6][CH:5]=[CH:4][C:3]=1[OH:8].[Cl-].[Mg+2].[Cl-].[CH2:12]=[O:13].CCN(CC)CC, predict the reaction product. The product is: [Br:1][C:2]1[C:3]([OH:8])=[C:4]([CH:5]=[CH:6][CH:7]=1)[CH:12]=[O:13].